Dataset: Reaction yield outcomes from USPTO patents with 853,638 reactions. Task: Predict the reaction yield, written as a fraction of the theoretical maximum amount of product (1.0 means a 100% yield; for example, 0.34 means a 34% yield). (1) The reactants are [C:1]1([NH:7][C:8]([C:10]2[NH:11][C:12]3[C:17]([C:18]=2[C:19]2[CH:24]=[CH:23][CH:22]=[CH:21][CH:20]=2)=[CH:16][C:15]([NH2:25])=[CH:14][CH:13]=3)=[O:9])[CH:6]=[CH:5][CH:4]=[CH:3][CH:2]=1.[CH3:26][S:27]([C:30]1[CH:35]=[CH:34][C:33]([S:36](Cl)(=[O:38])=[O:37])=[CH:32][CH:31]=1)(=[O:29])=[O:28]. The catalyst is CCCCCC.C(OCC)(=O)C. The product is [C:1]1([NH:7][C:8]([C:10]2[NH:11][C:12]3[C:17]([C:18]=2[C:19]2[CH:20]=[CH:21][CH:22]=[CH:23][CH:24]=2)=[CH:16][C:15]([NH:25][S:36]([C:33]2[CH:32]=[CH:31][C:30]([S:27]([CH3:26])(=[O:29])=[O:28])=[CH:35][CH:34]=2)(=[O:38])=[O:37])=[CH:14][CH:13]=3)=[O:9])[CH:6]=[CH:5][CH:4]=[CH:3][CH:2]=1. The yield is 0.510. (2) The reactants are [C:1]([C:5]1[CH:44]=[CH:43][C:8]([C:9]([NH:11][C@@H:12]([CH2:16][C:17]2[CH:22]=[CH:21][C:20]([C:23]3[N:28]=[CH:27][C:26]([C:29]4[CH:34]=[CH:33][C:32]([O:35][CH2:36][CH2:37][CH2:38][CH2:39][CH2:40][CH2:41][CH3:42])=[CH:31][CH:30]=4)=[CH:25][N:24]=3)=[CH:19][CH:18]=2)[C:13](O)=[O:14])=[O:10])=[CH:7][CH:6]=1)([CH3:4])([CH3:3])[CH3:2].[NH2:45][C@@H:46]([CH2:51][N:52]1[CH:56]=[N:55][CH:54]=[N:53]1)[C:47]([O:49]C)=[O:48].CN(C(ON1N=NC2C=CC=NC1=2)=[N+](C)C)C.F[P-](F)(F)(F)(F)F.[OH-].[Na+]. The catalyst is CN(C=O)C.C(O)(=O)CC(CC(O)=O)(C(O)=O)O. The product is [C:1]([C:5]1[CH:44]=[CH:43][C:8]([C:9]([NH:11][C@@H:12]([CH2:16][C:17]2[CH:22]=[CH:21][C:20]([C:23]3[N:28]=[CH:27][C:26]([C:29]4[CH:30]=[CH:31][C:32]([O:35][CH2:36][CH2:37][CH2:38][CH2:39][CH2:40][CH2:41][CH3:42])=[CH:33][CH:34]=4)=[CH:25][N:24]=3)=[CH:19][CH:18]=2)[C:13]([NH:45][CH:46]([CH2:51][N:52]2[CH:56]=[N:55][CH:54]=[N:53]2)[C:47]([OH:49])=[O:48])=[O:14])=[O:10])=[CH:7][CH:6]=1)([CH3:3])([CH3:2])[CH3:4]. The yield is 0.110.